From a dataset of Forward reaction prediction with 1.9M reactions from USPTO patents (1976-2016). Predict the product of the given reaction. (1) Given the reactants [NH2:1][C:2]1[CH:3]=[N:4][C:5]([O:8][C:9]2[C:10]([F:26])=[C:11]([C@H:16]([NH:19][S@@](C(C)(C)C)=O)[CH2:17][CH3:18])[CH:12]=[CH:13][C:14]=2[Cl:15])=[N:6][CH:7]=1.Cl, predict the reaction product. The product is: [ClH:15].[NH2:19][C@@H:16]([C:11]1[C:10]([F:26])=[C:9]([C:14]([Cl:15])=[CH:13][CH:12]=1)[O:8][C:5]1[N:6]=[CH:7][C:2]([NH2:1])=[CH:3][N:4]=1)[CH2:17][CH3:18]. (2) Given the reactants Br[CH:2]([C:14]1[CH:19]=[CH:18][CH:17]=[CH:16][CH:15]=1)[C:3]([C:5]1[C:13]2[C:8](=[CH:9][CH:10]=[CH:11][CH:12]=2)[NH:7][CH:6]=1)=[O:4].[CH3:20][O:21][C:22]1[CH:27]=[C:26]([O:28][CH3:29])[N:25]=[C:24]([NH2:30])[N:23]=1, predict the reaction product. The product is: [CH3:20][O:21][C:22]1[CH:27]=[C:26]([O:28][CH3:29])[N:25]=[C:24]([NH:30][CH:2]([C:14]2[CH:19]=[CH:18][CH:17]=[CH:16][CH:15]=2)[C:3]([C:5]2[C:13]3[C:8](=[CH:9][CH:10]=[CH:11][CH:12]=3)[NH:7][CH:6]=2)=[O:4])[N:23]=1. (3) Given the reactants [CH2:1]([O:5][CH2:6][CH2:7][O:8][C:9]1[CH:14]=[CH:13][C:12]([C:15]2[CH:16]=[CH:17][C:18]3[NH:24][CH2:23][CH2:22][C:21]([C:25]([NH:27][C:28]4[CH:33]=[CH:32][C:31]([C@H:34]([OH:42])[C:35]5[CH:40]=[CH:39][CH:38]=[CH:37][N+:36]=5[O-:41])=[CH:30][CH:29]=4)=[O:26])=[CH:20][C:19]=3[CH:43]=2)=[CH:11][CH:10]=1)[CH2:2][CH2:3][CH3:4].[CH:44]([C:46]1[S:47][CH:48]=[CH:49][N:50]=1)=O.C(O[BH-](OC(=O)C)OC(=O)C)(=O)C.[Na+].C(O)(=O)C, predict the reaction product. The product is: [CH2:1]([O:5][CH2:6][CH2:7][O:8][C:9]1[CH:10]=[CH:11][C:12]([C:15]2[CH:16]=[CH:17][C:18]3[N:24]([CH2:44][C:46]4[S:47][CH:48]=[CH:49][N:50]=4)[CH2:23][CH2:22][C:21]([C:25]([NH:27][C:28]4[CH:29]=[CH:30][C:31]([C@H:34]([OH:42])[C:35]5[CH:40]=[CH:39][CH:38]=[CH:37][N+:36]=5[O-:41])=[CH:32][CH:33]=4)=[O:26])=[CH:20][C:19]=3[CH:43]=2)=[CH:13][CH:14]=1)[CH2:2][CH2:3][CH3:4].